Dataset: Full USPTO retrosynthesis dataset with 1.9M reactions from patents (1976-2016). Task: Predict the reactants needed to synthesize the given product. Given the product [C:17]1([N:23]2[C:27]([C:28]3[CH:33]=[CH:32][CH:31]=[CH:30][CH:29]=3)=[CH:26][C:25]([CH2:34][NH:16][CH2:15][CH2:14][N:11]3[CH2:10][CH2:9][N:8]([C:3]4[CH:4]=[CH:5][CH:6]=[CH:7][C:2]=4[F:1])[CH2:13][CH2:12]3)=[N:24]2)[CH:22]=[CH:21][CH:20]=[CH:19][CH:18]=1, predict the reactants needed to synthesize it. The reactants are: [F:1][C:2]1[CH:7]=[CH:6][CH:5]=[CH:4][C:3]=1[N:8]1[CH2:13][CH2:12][N:11]([CH2:14][CH2:15][NH2:16])[CH2:10][CH2:9]1.[C:17]1([N:23]2[C:27]([C:28]3[CH:33]=[CH:32][CH:31]=[CH:30][CH:29]=3)=[CH:26][C:25]([CH:34]=O)=[N:24]2)[CH:22]=[CH:21][CH:20]=[CH:19][CH:18]=1.